This data is from Catalyst prediction with 721,799 reactions and 888 catalyst types from USPTO. The task is: Predict which catalyst facilitates the given reaction. (1) Reactant: C([O:3][C:4]([C:6]1[CH:10]=[C:9]([CH:11]2[CH2:15][CH2:14][CH2:13][CH2:12]2)[NH:8][N:7]=1)=[O:5])C.[OH-].[Na+].Cl. Product: [CH:11]1([C:9]2[NH:8][N:7]=[C:6]([C:4]([OH:5])=[O:3])[CH:10]=2)[CH2:12][CH2:13][CH2:14][CH2:15]1. The catalyst class is: 12. (2) Reactant: [I:1][C:2]1[CH:10]=[CH:9][C:8]([N+:11]([O-:13])=[O:12])=[CH:7][C:3]=1[C:4]([OH:6])=O.S(Cl)(Cl)=O.[CH3:18][N:19]([CH3:23])[CH2:20][CH2:21]N.[OH-].[Na+].ClCCl.C[N:30](C=O)C. Product: [CH3:18][N:19]([CH2:20][CH2:21][C:10]1[C:2]([I:1])=[C:3]([CH:7]=[C:8]([N+:11]([O-:13])=[O:12])[CH:9]=1)[C:4]([NH2:30])=[O:6])[CH3:23]. The catalyst class is: 884.